Dataset: Forward reaction prediction with 1.9M reactions from USPTO patents (1976-2016). Task: Predict the product of the given reaction. (1) Given the reactants [CH:1]1([CH2:5][NH:6][C:7]([C:9]2[C:14]([NH:15][C:16]([C:18]3[C:27]4[C:22](=[CH:23][CH:24]=[CH:25][CH:26]=4)[C:21]([CH2:28][N:29]4[CH:33]=[CH:32][N:31]=[N:30]4)=[CH:20][CH:19]=3)=[O:17])=[CH:13][CH:12]=[C:11]([OH:34])[N:10]=2)=[O:8])[CH2:4][CH2:3][CH2:2]1.[F:35][C:36]([F:44])([F:43])[CH2:37][CH2:38][S:39](Cl)(=[O:41])=[O:40], predict the reaction product. The product is: [F:35][C:36]([F:44])([F:43])[CH2:37][CH2:38][S:39]([O:34][C:11]1[CH:12]=[CH:13][C:14]([NH:15][C:16]([C:18]2[C:27]3[C:22](=[CH:23][CH:24]=[CH:25][CH:26]=3)[C:21]([CH2:28][N:29]3[CH:33]=[CH:32][N:31]=[N:30]3)=[CH:20][CH:19]=2)=[O:17])=[C:9]([C:7]([NH:6][CH2:5][CH:1]2[CH2:4][CH2:3][CH2:2]2)=[O:8])[N:10]=1)(=[O:41])=[O:40]. (2) Given the reactants [OH:1][CH2:2][C:3]1[CH:8]=[C:7]([O:9][CH3:10])[CH:6]=[C:5]([N+:11]([O-])=O)[C:4]=1[OH:14], predict the reaction product. The product is: [NH2:11][C:5]1[CH:6]=[C:7]([O:9][CH3:10])[CH:8]=[C:3]([CH2:2][OH:1])[C:4]=1[OH:14].